From a dataset of NCI-60 drug combinations with 297,098 pairs across 59 cell lines. Regression. Given two drug SMILES strings and cell line genomic features, predict the synergy score measuring deviation from expected non-interaction effect. (1) Drug 1: C1C(C(OC1N2C=NC3=C(N=C(N=C32)Cl)N)CO)O. Drug 2: CC1CCCC2(C(O2)CC(NC(=O)CC(C(C(=O)C(C1O)C)(C)C)O)C(=CC3=CSC(=N3)C)C)C. Cell line: SW-620. Synergy scores: CSS=55.7, Synergy_ZIP=-3.79, Synergy_Bliss=-6.58, Synergy_Loewe=-2.45, Synergy_HSA=-0.676. (2) Drug 1: C1CC(=O)NC(=O)C1N2CC3=C(C2=O)C=CC=C3N. Drug 2: CC=C1C(=O)NC(C(=O)OC2CC(=O)NC(C(=O)NC(CSSCCC=C2)C(=O)N1)C(C)C)C(C)C. Cell line: OVCAR-8. Synergy scores: CSS=40.1, Synergy_ZIP=-1.42, Synergy_Bliss=-1.77, Synergy_Loewe=-38.0, Synergy_HSA=-0.00671. (3) Drug 1: CCCCC(=O)OCC(=O)C1(CC(C2=C(C1)C(=C3C(=C2O)C(=O)C4=C(C3=O)C=CC=C4OC)O)OC5CC(C(C(O5)C)O)NC(=O)C(F)(F)F)O. Drug 2: CS(=O)(=O)OCCCCOS(=O)(=O)C. Cell line: A498. Synergy scores: CSS=37.6, Synergy_ZIP=-3.38, Synergy_Bliss=-3.42, Synergy_Loewe=-27.4, Synergy_HSA=-2.63.